This data is from Full USPTO retrosynthesis dataset with 1.9M reactions from patents (1976-2016). The task is: Predict the reactants needed to synthesize the given product. (1) Given the product [F:1][C:2]1[CH:3]=[C:4]([C:9]2[C:10](=[O:23])[N:11]([CH3:22])[C:12]([NH:15][C:16]3[CH:21]=[CH:20][CH:19]=[CH:18][CH:17]=3)=[N:13][CH:14]=2)[CH:5]=[CH:6][C:7]=1[O:8][C:25]1[CH:30]=[CH:29][N:28]=[C:27]2[CH:31]=[C:32]([I:34])[S:33][C:26]=12, predict the reactants needed to synthesize it. The reactants are: [F:1][C:2]1[CH:3]=[C:4]([C:9]2[C:10](=[O:23])[N:11]([CH3:22])[C:12]([NH:15][C:16]3[CH:21]=[CH:20][CH:19]=[CH:18][CH:17]=3)=[N:13][CH:14]=2)[CH:5]=[CH:6][C:7]=1[OH:8].Cl[C:25]1[CH:30]=[CH:29][N:28]=[C:27]2[CH:31]=[C:32]([I:34])[S:33][C:26]=12. (2) The reactants are: [Cl:1][C:2]1[CH:9]=[CH:8][C:7]([S:10]([N:13]2[CH2:18][CH2:17][CH2:16][CH2:15][CH2:14]2)(=[O:12])=[O:11])=[CH:6][C:3]=1[CH:4]=O.CC([O-])=O.[Na+].Cl.[C:25]([O:29][C:30](=[O:33])[CH2:31][NH2:32])([CH3:28])([CH3:27])[CH3:26].[BH3-]C#N.[Na+]. Given the product [C:25]([O:29][C:30](=[O:33])[CH2:31][NH:32][CH2:4][C:3]1[CH:6]=[C:7]([S:10]([N:13]2[CH2:18][CH2:17][CH2:16][CH2:15][CH2:14]2)(=[O:12])=[O:11])[CH:8]=[CH:9][C:2]=1[Cl:1])([CH3:28])([CH3:27])[CH3:26], predict the reactants needed to synthesize it.